From a dataset of Peptide-MHC class I binding affinity with 185,985 pairs from IEDB/IMGT. Regression. Given a peptide amino acid sequence and an MHC pseudo amino acid sequence, predict their binding affinity value. This is MHC class I binding data. (1) The MHC is HLA-B57:01 with pseudo-sequence HLA-B57:01. The binding affinity (normalized) is 0.0847. The peptide sequence is EFFGWAEGY. (2) The peptide sequence is LPVEYLQVP. The MHC is HLA-A11:01 with pseudo-sequence HLA-A11:01. The binding affinity (normalized) is 0. (3) The peptide sequence is NDLKYSWKTW. The MHC is HLA-A32:01 with pseudo-sequence HLA-A32:01. The binding affinity (normalized) is 0.160. (4) The peptide sequence is PDIYKGVYQFK. The MHC is H-2-Db with pseudo-sequence H-2-Db. The binding affinity (normalized) is 0. (5) The peptide sequence is NSDPNTPDK. The MHC is HLA-B40:01 with pseudo-sequence HLA-B40:01. The binding affinity (normalized) is 0.0847. (6) The peptide sequence is KTKISVEKI. The MHC is HLA-A11:01 with pseudo-sequence HLA-A11:01. The binding affinity (normalized) is 0.000307.